From a dataset of Reaction yield outcomes from USPTO patents with 853,638 reactions. Predict the reaction yield, written as a fraction of the theoretical maximum amount of product (1.0 means a 100% yield; for example, 0.34 means a 34% yield). (1) The reactants are [C:1]1(P(C2C=CC=CC=2)C2C=CC=CC=2)C=CC=CC=1.CCOC(/N=[N:26]/[C:27](OCC)=O)=O.O[C:33]1[CH:38]=[CH:37][C:36]([C:39]2[C:47]3[C:42](=[CH:43][CH:44]=[C:45]([C:48]#[N:49])[CH:46]=3)[N:41](C3CCCCO3)[N:40]=2)=[CH:35][CH:34]=1.Cl.[CH2:57]1C[O:60][CH2:59][CH2:58]1. No catalyst specified. The product is [CH3:1][N:26]([CH3:27])[CH2:57][CH2:58][CH2:59][O:60][C:33]1[CH:38]=[CH:37][C:36]([C:39]2[C:47]3[C:42](=[CH:43][CH:44]=[C:45]([C:48]#[N:49])[CH:46]=3)[NH:41][N:40]=2)=[CH:35][CH:34]=1. The yield is 0.510. (2) The reactants are [OH:1][N:2]1[C:7]([CH3:9])([CH3:8])[CH2:6][CH2:5][CH2:4][C:3]1([CH3:11])[CH3:10].N(OC(C)(C)C)=O.[CH2:19]([O:22][C:23]1[CH:29]=[CH:28][CH:27]=[CH:26][C:24]=1N)[CH:20]=[CH2:21]. The catalyst is N1C=CC=CC=1. The product is [O:22]1[C:23]2[CH:29]=[CH:28][CH:27]=[CH:26][C:24]=2[CH:20]([CH2:21][O:1][N:2]2[C:7]([CH3:9])([CH3:8])[CH2:6][CH2:5][CH2:4][C:3]2([CH3:11])[CH3:10])[CH2:19]1. The yield is 0.637. (3) The reactants are [C:1]([O:5][C:6]([NH:8][C@@H:9]([CH:13]1[CH2:18][CH2:17][CH2:16][CH2:15][CH2:14]1)[C:10]([OH:12])=[O:11])=[O:7])([CH3:4])([CH3:3])[CH3:2].[CH3:19][Si](C=[N+]=[N-])(C)C. The catalyst is C1(C)C=CC=CC=1.CO. The product is [CH3:19][O:11][C:10](=[O:12])[C@@H:9]([NH:8][C:6]([O:5][C:1]([CH3:4])([CH3:2])[CH3:3])=[O:7])[CH:13]1[CH2:18][CH2:17][CH2:16][CH2:15][CH2:14]1. The yield is 0.790. (4) The reactants are Cl[C:2]1[CH:7]=[CH:6][C:5]([OH:8])=[C:4]([C:9]2[C:10]([N+:20]([O-:22])=[O:21])=[N:11][N:12]([CH:14]3[CH2:19][CH2:18][CH2:17][CH2:16][O:15]3)[CH:13]=2)[CH:3]=1.[C:23]([C:25]1[CH:26]=[C:27](B(O)O)[CH:28]=[CH:29][CH:30]=1)#[N:24].F[B-](F)(F)F.C([PH+](C(C)(C)C)C(C)(C)C)(C)(C)C.C(=O)([O-])[O-].[K+].[K+].C([N+](CCCC)(CCCC)CCCC)CCC. The catalyst is C1C(/C(/C2[C-]=CC(Cl)=CC=2)=N\O)=CC=C(Cl)C=1.C1C(/C(/C2[C-]=CC(Cl)=CC=2)=N\O)=CC=C(Cl)C=1.[Cl-].[Cl-].[Pd+2].[Pd+2].CN(C=O)C. The product is [OH:8][C:5]1[CH:6]=[CH:7][C:2]([C:29]2[CH:28]=[CH:27][CH:26]=[C:25]([C:23]#[N:24])[CH:30]=2)=[CH:3][C:4]=1[C:9]1[C:10]([N+:20]([O-:22])=[O:21])=[N:11][N:12]([CH:14]2[CH2:19][CH2:18][CH2:17][CH2:16][O:15]2)[CH:13]=1. The yield is 0.410.